Dataset: Reaction yield outcomes from USPTO patents with 853,638 reactions. Task: Predict the reaction yield, written as a fraction of the theoretical maximum amount of product (1.0 means a 100% yield; for example, 0.34 means a 34% yield). (1) The reactants are [CH2:1]([CH:5]1[CH2:9][N:8]([CH:10]2[CH2:15][CH2:14][O:13][CH2:12][CH2:11]2)[C:7](=[O:16])[N:6]1[CH:17]1[CH2:22][CH2:21][NH:20][CH2:19][CH2:18]1)[CH2:2][CH2:3][CH3:4].[C:23]([O:27][C:28](=[O:47])[CH2:29][O:30][C:31]1[CH:36]=[CH:35][C:34]([S:37][C:38]2[CH:43]=[CH:42][C:41]([CH:44]=O)=[C:40]([CH3:46])[N:39]=2)=[CH:33][CH:32]=1)([CH3:26])([CH3:25])[CH3:24].C(O[BH-](OC(=O)C)OC(=O)C)(=O)C.[Na+]. The catalyst is C(Cl)Cl. The product is [C:23]([O:27][C:28](=[O:47])[CH2:29][O:30][C:31]1[CH:36]=[CH:35][C:34]([S:37][C:38]2[CH:43]=[CH:42][C:41]([CH2:44][N:20]3[CH2:19][CH2:18][CH:17]([N:6]4[CH:5]([CH2:1][CH2:2][CH2:3][CH3:4])[CH2:9][N:8]([CH:10]5[CH2:11][CH2:12][O:13][CH2:14][CH2:15]5)[C:7]4=[O:16])[CH2:22][CH2:21]3)=[C:40]([CH3:46])[N:39]=2)=[CH:33][CH:32]=1)([CH3:26])([CH3:25])[CH3:24]. The yield is 0.830. (2) The reactants are Cl.Cl.[N:3]1([NH:9][C:10]([C:12]2[CH:13]=[N:14][C:15]([C:18]3[CH:23]=[CH:22][CH:21]=[CH:20][CH:19]=3)=[N:16][CH:17]=2)=[O:11])[CH2:8][CH2:7][NH:6][CH2:5][CH2:4]1.Br[CH2:25][C:26]#[N:27].C([O-])([O-])=O.[Na+].[Na+]. The catalyst is C1COCC1. The product is [C:26]([CH2:25][N:6]1[CH2:5][CH2:4][N:3]([NH:9][C:10]([C:12]2[CH:17]=[N:16][C:15]([C:18]3[CH:19]=[CH:20][CH:21]=[CH:22][CH:23]=3)=[N:14][CH:13]=2)=[O:11])[CH2:8][CH2:7]1)#[N:27]. The yield is 0.400. (3) The reactants are [OH:1][C:2]1[CH:7]=[C:6]([OH:8])[C:5]([CH:9]([CH3:11])[CH3:10])=[CH:4][C:3]=1[C:12]([N:14]1[CH2:22][C:21]2[C:16](=[CH:17][CH:18]=[C:19]([CH2:23][N:24]3[CH2:29][CH2:28][N:27]([CH3:30])[CH2:26][CH2:25]3)[CH:20]=2)[CH2:15]1)=[O:13].[C:31]([OH:36])(=[O:35])[C@H:32]([CH3:34])[OH:33]. The catalyst is C(O)C. The product is [C:31]([OH:36])(=[O:35])[C@H:32]([CH3:34])[OH:33].[OH:1][C:2]1[CH:7]=[C:6]([OH:8])[C:5]([CH:9]([CH3:10])[CH3:11])=[CH:4][C:3]=1[C:12]([N:14]1[CH2:22][C:21]2[C:16](=[CH:17][CH:18]=[C:19]([CH2:23][N:24]3[CH2:29][CH2:28][N:27]([CH3:30])[CH2:26][CH2:25]3)[CH:20]=2)[CH2:15]1)=[O:13]. The yield is 0.740. (4) The reactants are F[C:2]1[C:3]([CH:16]=[O:17])=[CH:4][C:5]2[C:6]([CH3:15])([CH3:14])[CH2:7][CH2:8][C:9]([CH3:13])([CH3:12])[C:10]=2[CH:11]=1.[NH:18]1[CH:22]=[CH:21][CH:20]=[N:19]1.C(=O)([O-])[O-].[K+].[K+]. The catalyst is CS(C)=O. The product is [CH3:12][C:9]1([CH3:13])[CH2:8][CH2:7][C:6]([CH3:15])([CH3:14])[C:5]2[CH:4]=[C:3]([CH:16]=[O:17])[C:2]([N:18]3[CH:22]=[CH:21][CH:20]=[N:19]3)=[CH:11][C:10]1=2. The yield is 0.420. (5) The reactants are [OH:1][C@@:2]1([C:9]#[C:10][C:11]2[CH:12]=[C:13]([N:17]3[C:21]4=[N:22][C:23]([C:26]([F:29])([F:28])[F:27])=[N:24][CH:25]=[C:20]4[C:19]([C:30]([O:32]CC)=O)=[N:18]3)[CH:14]=[CH:15][CH:16]=2)[CH2:6][CH2:5][N:4]([CH3:7])[C:3]1=[O:8].[NH3:35]. No catalyst specified. The product is [OH:1][C@@:2]1([C:9]#[C:10][C:11]2[CH:12]=[C:13]([N:17]3[C:21]4=[N:22][C:23]([C:26]([F:29])([F:28])[F:27])=[N:24][CH:25]=[C:20]4[C:19]([C:30]([NH2:35])=[O:32])=[N:18]3)[CH:14]=[CH:15][CH:16]=2)[CH2:6][CH2:5][N:4]([CH3:7])[C:3]1=[O:8]. The yield is 0.610. (6) The reactants are [NH2:1][C:2]1[CH:3]=[CH:4][C:5]([C:9]([F:12])([F:11])[F:10])=[N:6][C:7]=1I.[CH3:13][N:14](C=O)C. The catalyst is [C-]#N.[Zn+2].[C-]#N.C1C=CC([P]([Pd]([P](C2C=CC=CC=2)(C2C=CC=CC=2)C2C=CC=CC=2)([P](C2C=CC=CC=2)(C2C=CC=CC=2)C2C=CC=CC=2)[P](C2C=CC=CC=2)(C2C=CC=CC=2)C2C=CC=CC=2)(C2C=CC=CC=2)C2C=CC=CC=2)=CC=1. The product is [NH2:1][C:2]1[CH:3]=[CH:4][C:5]([C:9]([F:12])([F:11])[F:10])=[N:6][C:7]=1[C:13]#[N:14]. The yield is 0.863. (7) The reactants are C(OC([N:8]1[CH2:13][CH2:12][CH:11]([NH:14][CH2:15][C:16]2[CH:21]=[CH:20][CH:19]=[C:18]([C:22]3[CH:23]=[C:24]([NH:31][C:32]4[CH:37]=[CH:36][CH:35]=[C:34]([N:38]5[CH2:42][CH2:41][CH2:40][CH:39]5[CH3:43])[N:33]=4)[C:25]4[N:26]([CH:28]=[CH:29][N:30]=4)[N:27]=3)[CH:17]=2)[CH2:10][CH2:9]1)=O)(C)(C)C.[ClH:44]. The catalyst is ClCCl. The product is [ClH:44].[CH3:43][CH:39]1[CH2:40][CH2:41][CH2:42][N:38]1[C:34]1[N:33]=[C:32]([NH:31][C:24]2[C:25]3[N:26]([CH:28]=[CH:29][N:30]=3)[N:27]=[C:22]([C:18]3[CH:19]=[CH:20][CH:21]=[C:16]([CH2:15][NH:14][CH:11]4[CH2:12][CH2:13][NH:8][CH2:9][CH2:10]4)[CH:17]=3)[CH:23]=2)[CH:37]=[CH:36][CH:35]=1. The yield is 1.09. (8) The reactants are [CH3:1][O:2][C:3](=[O:9])[CH2:4][C:5]([O:7][CH3:8])=[O:6].Br[CH2:11][CH2:12][CH2:13][CH2:14]Br.C([O-])([O-])=O.[K+].[K+].F[B-](F)(F)F.C([N+]1C=CN(C)C=1)CCC. The catalyst is CN(C=O)C.O. The product is [CH3:1][O:2][C:3]([C:4]1([C:5]([O:7][CH3:8])=[O:6])[CH2:14][CH2:13][CH2:12][CH2:11]1)=[O:9]. The yield is 0.820.